Dataset: Experimentally validated miRNA-target interactions with 360,000+ pairs, plus equal number of negative samples. Task: Binary Classification. Given a miRNA mature sequence and a target amino acid sequence, predict their likelihood of interaction. (1) The miRNA is rno-miR-155-5p with sequence UUAAUGCUAAUUGUGAUAGGGGU. The protein sequence of the target gene is MESEMETQSARAEEGFTQVTRKGGRRAKKRQAEQLSAAGEGGDAGRMDTEEARPAKRPVFPPLCGDGLLSGKEETRKIPVPANRYTPLKENWMKIFTPIVEHLGLQIRFNLKSRNVEIRTCKETKDVSALTKAADFVKAFILGFQVEDALALIRLDDLFLESFEITDVKPLKGDHLSRAIGRIAGKGGKTKFTIENVTRTRIVLADVKVHILGSFQNIKMARTAICNLILGNPPSKVYGNIRAVASRSADRF. Result: 0 (no interaction). (2) The miRNA is hsa-miR-6789-5p with sequence GUAGGGGCGUCCCGGGCGCGCGGG. The protein sequence of the target gene is MAAALLARASGPARRALCPRAWRQLHTIYQSVELPETHQMLLQTCRDFAEKELFPIAAQVDKEHLFPAAQVKKMGGLGLLAMDVPEELGGAGLDYLAYAIAMEEISRGCASTGVIMSVNNSLYLGPILKFGSKEQKQAWVTPFTSGDKIGCFALSEPGNGSDAGAASTTARAEGDSWVLNGTKAWITNAWEASAAVVFASTDRALQNKGISAFLVPMPTPGLTLGKKEDKLGIRGSSTANLIFEDCRIPKDSILGEPGMGFKIAMQTLDMGRIGIASQALGIAQTALDCAVNYAENRMAF.... Result: 0 (no interaction). (3) The miRNA is hsa-miR-15a-3p with sequence CAGGCCAUAUUGUGCUGCCUCA. The protein sequence of the target gene is MGKSASKQFNNEVLKAHNEYRAQHGVPPLKLCKKLNREAQQYSEALASTRILKHSPESSRGQCGENLAWASYDQTGKDVADRWYSEIKSYNFQQPGFTSGTGHFTAMVWKNTKKIGVGKASASDGSSFVVARYFPAGNIVNQGFFEENVPPPKK. Result: 0 (no interaction). (4) Result: 1 (interaction). The miRNA is hsa-miR-5692c with sequence AAUAAUAUCACAGUAGGUGUAC. The protein sequence of the target gene is MREYKLVVLGSGGVGKSALTVQFVQGIFVEKYDPTIEDSYRKQVEVDAQQCMLEILDTAGTEQFTAMRDLYMKNGQGFALVYSITAQSTFNDLQDLREQILRVKDTDDVPMILVGNKCDLEDERVVGKEQGQNLARQWNNCAFLESSAKSKINVNEIFYDLVRQINRKTPVPGKARKKSSCQLL. (5) The miRNA is mmu-miR-3074-2-3p with sequence UGUUUCAGCUCAGUAGGCAC. The protein sequence of the target gene is MASDSPARSLDEIDLSALRDPAGIFELVELVGNGTYGQVYKGRHVKTGQLAAIKVMDVTGDEEEEIKQEINMLKKYSHHRNIATYYGAFIKKNPPGMDDQLWLVMEFCGAGSVTDLIKNTKGNTLKEEWIAYICREILRGLSHLHQHKVIHRDIKGQNVLLTENAEVKLVDFGVSAQLDRTVGRRNTFIGTPYWMAPEVIACDENPDATYDFKSDLWSLGITAIEMAEGAPPLCDMHPMRALFLIPRNPAPRLKSKKWSKKFQSFIESCLVKNHSQRPATEQLMKHPFIRDQPNERQVRI.... Result: 0 (no interaction). (6) The miRNA is cgr-miR-30a-5p with sequence UGUAAACAUCCUCGACUGGAAGC. The protein sequence of the target gene is MPCPRLPWLRRHRTSQGSGPSSPSTVSAPNSPSRGEDEDAEEEEGDGTPGSGPILPPTSPMECLICVSPFDGIFKLPKRLDCGHVFCLECLARLSLATAGGGDAVACPMCRAPTRLAPRRGLPALPTQPGLLPRDARAPLPRQGSVRFDRRRGLLYLRPPPPSPGPRKSRTVRAPPPPPPLRLGRPLSRRLSLSSPAWAFNAAVALAVLVAAGLVVSGVYIFFLIPHVTNSGVRPQTVALAPENDFWVSPRPTPVAPWTHAWTRRPTKPDLDLDDTLPEATKDTPELEEATKDPVETQGI.... Result: 0 (no interaction). (7) The miRNA is hsa-miR-3689c with sequence CUGGGAGGUGUGAUAUUGUGGU. The protein sequence of the target gene is MGSQEVLGHAARLASSGLLLQVLFRLITFVLNAFILRFLSKEIVGVVNVRLTLLYSTTLFLAREAFRRACLSGGTQRDWSQTLNLLWLTVPLGVFWSLFLGWIWLQLLEVPDPNVVPHYATGVVLFGLSAVVELLGEPFWVLAQAHMFVKLKVIAESLSVILKSVLTAFLVLWLPHWGLYIFSLAQLFYTTVLVLCYVIYFTKLLGSPESTKLQTLPVSRITDLLPNITRNGAFINWKEAKLTWSFFKQSFLKQILTEGERYVMTFLNVLNFGDQGVYDIVNNLGSLVARLIFQPIEESF.... Result: 1 (interaction). (8) The miRNA is mmu-miR-9-5p with sequence UCUUUGGUUAUCUAGCUGUAUGA. Result: 1 (interaction). The protein sequence of the target gene is MAARSAPSCHLRLEWVYGYRGHQCRNNLYYTAAKEIVYFVAGVGVVYSPREHRQKFFRGHSDDIISLALHPERVLVATGQVGKEPYICVWDSYTVQTVSVLKDVHTHGIACLAFDLDGQRLVSVGLDSKNAVCVWDWKRGRMLSMAPGHTDRIFDISWDLYQPNKLVSCGVKHIKFWSLCGNALTPKRGVFGKTGDLQTILCLACARDELTYSGALNGDIYVWKGINLIRTIQGAHTAGIFSMNSCEEGFATGGRDGCIRLWDLTFKPITVIDLRETEQGYKGLSVRSVCWRGDHILVGT....